The task is: Regression. Given a peptide amino acid sequence and an MHC pseudo amino acid sequence, predict their binding affinity value. This is MHC class I binding data.. This data is from Peptide-MHC class I binding affinity with 185,985 pairs from IEDB/IMGT. (1) The peptide sequence is KLLRNEWTL. The MHC is HLA-A02:01 with pseudo-sequence HLA-A02:01. The binding affinity (normalized) is 0.839. (2) The peptide sequence is YVARVSSNSR. The MHC is HLA-A02:03 with pseudo-sequence HLA-A02:03. The binding affinity (normalized) is 0.0483. (3) The binding affinity (normalized) is 0. The peptide sequence is CLGGLLTMV. The MHC is HLA-A33:01 with pseudo-sequence HLA-A33:01. (4) The peptide sequence is SVANRSKQK. The MHC is HLA-A31:01 with pseudo-sequence HLA-A31:01. The binding affinity (normalized) is 0.125. (5) The peptide sequence is KVMVICYAY. The MHC is HLA-B15:01 with pseudo-sequence HLA-B15:01. The binding affinity (normalized) is 0.0847. (6) The peptide sequence is GLYLYRFHV. The MHC is HLA-B46:01 with pseudo-sequence HLA-B46:01. The binding affinity (normalized) is 0.0847. (7) The peptide sequence is ISKKAKGWF. The MHC is HLA-B58:01 with pseudo-sequence HLA-B58:01. The binding affinity (normalized) is 0.131. (8) The peptide sequence is HSKKKCDDL. The MHC is HLA-A02:06 with pseudo-sequence HLA-A02:06. The binding affinity (normalized) is 0. (9) The peptide sequence is KLVAMGINAV. The MHC is HLA-B53:01 with pseudo-sequence HLA-B53:01. The binding affinity (normalized) is 0.00809. (10) The peptide sequence is AFEDLRVSSFI. The MHC is HLA-A23:01 with pseudo-sequence HLA-A23:01. The binding affinity (normalized) is 0.128.